This data is from KCNQ2 potassium channel screen with 302,405 compounds. The task is: Binary Classification. Given a drug SMILES string, predict its activity (active/inactive) in a high-throughput screening assay against a specified biological target. (1) The drug is S(c1oc(nn1)CCCCCNC(OC(C)(C)C)=O)Cc1ccc(cc1)C. The result is 0 (inactive). (2) The drug is s1c2c(nc1SCC(=O)Nc1sc(cn1)C)cccc2. The result is 0 (inactive). (3) The molecule is Brc1oc(C(=O)N2CCN(C34CC5CC(C3)CC(C4)C5)CC2)cc1. The result is 0 (inactive). (4) The result is 0 (inactive). The molecule is O1C(OCC)C(C(C=C1C(=O)NCc1[nH]c2c(n1)cccc2)c1ccc(cc1)C#C)CCCO. (5) The drug is Clc1ccc(C(=O)Nc2sn(c(=O)n2)C)cc1. The result is 0 (inactive). (6) The compound is Clc1cc(c(NC(=S)NC(=O)c2cc(OCC)ccc2)cc1)C(O)=O. The result is 0 (inactive).